This data is from Forward reaction prediction with 1.9M reactions from USPTO patents (1976-2016). The task is: Predict the product of the given reaction. (1) Given the reactants [Cl:1][C:2]1[CH:7]=[CH:6][N:5]=[C:4]([C:8]([NH2:10])=O)[CH:3]=1.CCN(CC)CC.C(OC(C(F)(F)F)=O)(C(F)(F)F)=O, predict the reaction product. The product is: [Cl:1][C:2]1[CH:7]=[CH:6][N:5]=[C:4]([C:8]#[N:10])[CH:3]=1. (2) Given the reactants [Cl:1][C:2]1[CH:7]=[CH:6][C:5]([C:8]2[C:12]3[CH2:13][N:14]([S:17]([CH3:20])(=[O:19])=[O:18])[CH2:15][CH2:16][C:11]=3[N:10]([CH2:21][CH2:22][CH2:23][N:24]3[CH2:29][CH2:28][O:27][CH2:26][CH2:25]3)[N:9]=2)=[CH:4][C:3]=1[C:30]#[C:31][C:32]1[CH:33]=[C:34]2[C:38](=[CH:39][CH:40]=1)[NH:37][CH:36]=[CH:35]2, predict the reaction product. The product is: [Cl:1][C:2]1[CH:7]=[CH:6][C:5]([C:8]2[C:12]3[CH2:13][N:14]([S:17]([CH3:20])(=[O:19])=[O:18])[CH2:15][CH2:16][C:11]=3[N:10]([CH2:21][CH2:22][CH2:23][N:24]3[CH2:25][CH2:26][O:27][CH2:28][CH2:29]3)[N:9]=2)=[CH:4][C:3]=1[CH2:30][CH2:31][C:32]1[CH:33]=[C:34]2[C:38](=[CH:39][CH:40]=1)[NH:37][CH:36]=[CH:35]2. (3) Given the reactants Br[C:2]1[CH:7]=[CH:6][C:5]([C:8]2[N:9](C(OC(C)(C)C)=O)[CH:10]=[CH:11][N:12]=2)=[CH:4][CH:3]=1.[CH3:20][C:21]([O:24][C:25]([N:27]1[CH2:33][C:32]2[CH:34]=[C:35](B(O)O)[CH:36]=[CH:37][C:31]=2[O:30][CH2:29][CH2:28]1)=[O:26])([CH3:23])[CH3:22].CCN(C(C)C)C(C)C.[OH-].[Na+].C(O)(=O)CC(CC(O)=O)(C(O)=O)O, predict the reaction product. The product is: [NH:9]1[CH:10]=[CH:11][N:12]=[C:8]1[C:5]1[CH:4]=[CH:3][C:2]([C:35]2[CH:36]=[CH:37][C:31]3[O:30][CH2:29][CH2:28][N:27]([C:25]([O:24][C:21]([CH3:22])([CH3:20])[CH3:23])=[O:26])[CH2:33][C:32]=3[CH:34]=2)=[CH:7][CH:6]=1. (4) Given the reactants Cl[C:2]1[NH:6][C:5]2[CH:7]=[CH:8][C:9]([C:11]([F:14])([F:13])[F:12])=[CH:10][C:4]=2[N:3]=1.[NH2:15][C:16]1[CH:17]=[CH:18][CH:19]=[C:20]2[C:25]=1[N:24]=[CH:23][CH:22]=[CH:21]2, predict the reaction product. The product is: [F:12][C:11]([F:14])([F:13])[C:9]1[CH:8]=[CH:7][C:5]2[NH:6][C:2]([NH:15][C:16]3[CH:17]=[CH:18][CH:19]=[C:20]4[C:25]=3[N:24]=[CH:23][CH:22]=[CH:21]4)=[N:3][C:4]=2[CH:10]=1.